This data is from Catalyst prediction with 721,799 reactions and 888 catalyst types from USPTO. The task is: Predict which catalyst facilitates the given reaction. (1) Reactant: [F:1][C:2]1[C:3]([NH:9][C:10](=[O:12])[CH3:11])=[N:4][C:5](=[O:8])[NH:6][CH:7]=1.[CH3:13][C:14]1[CH:22]=[CH:21][C:17]([C:18](Cl)=[O:19])=[CH:16][CH:15]=1.CCN(CC)CC. Product: [F:1][C:2]1[C:3]([NH:9][C:10](=[O:12])[CH3:11])=[N:4][C:5](=[O:8])[N:6]([C:18](=[O:19])[C:17]2[CH:21]=[CH:22][C:14]([CH3:13])=[CH:15][CH:16]=2)[CH:7]=1. The catalyst class is: 2. (2) Reactant: C1(C(=[N:14][C:15]2[CH:16]=[C:17]([CH:27]=[C:28]([CH3:30])[CH:29]=2)[CH2:18][NH:19][C:20](=[O:26])[O:21][C:22]([CH3:25])([CH3:24])[CH3:23])C2C=CC=CC=2)C=CC=CC=1.NO.Cl.CC([O-])=O.[Na+]. Product: [NH2:14][C:15]1[CH:16]=[C:17]([CH:27]=[C:28]([CH3:30])[CH:29]=1)[CH2:18][NH:19][C:20](=[O:26])[O:21][C:22]([CH3:25])([CH3:24])[CH3:23]. The catalyst class is: 5. (3) Reactant: C1(C)C=CC(S([O:10][CH2:11][CH:12]2[CH2:21][CH2:20][C:15]3([O:19][CH2:18][CH2:17][O:16]3)[CH2:14][CH2:13]2)(=O)=O)=CC=1.[C:23]([O-])(=[S:25])[CH3:24].[K+].O. Product: [C:23]([O:10][CH2:11][CH:12]1[CH2:13][CH2:14][C:15]2([O:16][CH2:17][CH2:18][O:19]2)[CH2:20][CH2:21]1)(=[S:25])[CH3:24]. The catalyst class is: 16. (4) Reactant: [CH:1]1([C@@:7]([C:34]([O:36][CH3:37])=[O:35])([CH3:33])[NH:8][C:9]([C:11]2[CH:16]=[CH:15][C:14]([F:17])=[CH:13][C:12]=2[NH:18][C:19]([NH:21][C:22]2[C:27]([CH3:28])=[CH:26][C:25]([CH2:29][CH:30]=[CH2:31])=[CH:24][C:23]=2[CH3:32])=[O:20])=[O:10])[CH2:6][CH2:5][CH2:4][CH2:3][CH2:2]1.[H][H]. Product: [CH:1]1([C@@:7]([C:34]([O:36][CH3:37])=[O:35])([CH3:33])[NH:8][C:9]([C:11]2[CH:16]=[CH:15][C:14]([F:17])=[CH:13][C:12]=2[NH:18][C:19]([NH:21][C:22]2[C:27]([CH3:28])=[CH:26][C:25]([CH2:29][CH2:30][CH3:31])=[CH:24][C:23]=2[CH3:32])=[O:20])=[O:10])[CH2:6][CH2:5][CH2:4][CH2:3][CH2:2]1. The catalyst class is: 78. (5) Reactant: [C:1](OC(=O)C)(=[O:3])[CH3:2].[OH:8][C@:9]1([C:27]2[CH:36]=[CH:35][C:34]3[C:29](=[CH:30][C:31]([CH:39]=[CH2:40])=[C:32]([O:37][CH3:38])[CH:33]=3)[CH:28]=2)[CH2:13][N:12]([C:14]([O:16][CH2:17][CH2:18][Si:19]([CH3:22])([CH3:21])[CH3:20])=[O:15])[C@H:11]([C:23]([O:25][CH3:26])=[O:24])[CH2:10]1.CO[C@]1(C2C=CC3C(=CC(C=C)=C(OC)C=3)C=2)CN[C@H](C(OC)=O)C1.N1C=CC=CC=1. Product: [C:1]([O:8][C@:9]1([C:27]2[CH:36]=[CH:35][C:34]3[C:29](=[CH:30][C:31]([CH:39]=[CH2:40])=[C:32]([O:37][CH3:38])[CH:33]=3)[CH:28]=2)[CH2:13][N:12]([C:14]([O:16][CH2:17][CH2:18][Si:19]([CH3:22])([CH3:21])[CH3:20])=[O:15])[C@H:11]([C:23]([O:25][CH3:26])=[O:24])[CH2:10]1)(=[O:3])[CH3:2]. The catalyst class is: 79. (6) Reactant: [Cl:1][C:2]1[CH:17]=[CH:16][C:5]([CH2:6][CH2:7][O:8][C:9]2[N:10]=[N:11][C:12](I)=[CH:13][CH:14]=2)=[CH:4][CH:3]=1.Cl.[NH2:19][C:20]1[CH:21]=[C:22](B(O)O)[CH:23]=[CH:24][CH:25]=1.C(=O)([O-])[O-].[Na+].[Na+]. Product: [Cl:1][C:2]1[CH:17]=[CH:16][C:5]([CH2:6][CH2:7][O:8][C:9]2[N:10]=[N:11][C:12]([C:23]3[CH:22]=[CH:21][C:20]([NH2:19])=[CH:25][CH:24]=3)=[CH:13][CH:14]=2)=[CH:4][CH:3]=1. The catalyst class is: 460. (7) Reactant: I.[CH2:2]([N:6]1[C:10]([CH3:11])=[C:9]([CH3:12])[S:8][C:7]1=[NH:13])[CH2:3][CH2:4][CH3:5].C(N(CC)CC)C.[Cl:21][C:22]1[CH:23]=[CH:24][C:25]([O:31][CH3:32])=[C:26]([CH:30]=1)[C:27](Cl)=[O:28]. The catalyst class is: 2. Product: [CH2:2]([N:6]1[C:10]([CH3:11])=[C:9]([CH3:12])[S:8]/[C:7]/1=[N:13]\[C:27](=[O:28])[C:26]1[CH:30]=[C:22]([Cl:21])[CH:23]=[CH:24][C:25]=1[O:31][CH3:32])[CH2:3][CH2:4][CH3:5]. (8) Reactant: C1(N=C=NC2CCCCC2)CCCCC1.[CH3:16][O:17][C:18]1[CH:19]=[C:20]2[C:25](=[CH:26][CH:27]=1)[CH:24]=[C:23]([C@H:28]([CH3:32])[C:29]([OH:31])=[O:30])[CH:22]=[CH:21]2.[N+:33]([C:36]([CH3:41])([CH2:39]O)[CH2:37][OH:38])([O-:35])=[O:34]. Product: [CH3:16][O:17][C:18]1[CH:19]=[C:20]2[C:25](=[CH:26][CH:27]=1)[CH:24]=[C:23]([C@H:28]([CH3:32])[C:29]([O:31][CH2:39][C:36]([CH3:41])([N+:33]([O-:35])=[O:34])[CH2:37][OH:38])=[O:30])[CH:22]=[CH:21]2. The catalyst class is: 2.